From a dataset of Full USPTO retrosynthesis dataset with 1.9M reactions from patents (1976-2016). Predict the reactants needed to synthesize the given product. (1) The reactants are: C([N-]C(C)C)(C)C.[Li+].[NH2:9]/[C:10](/[C:22]([CH3:25])([CH3:24])[CH3:23])=[C:11](\[C:14]1[CH:19]=[C:18]([CH3:20])[CH:17]=[C:16]([CH3:21])[CH:15]=1)/[C:12]#[N:13].[CH3:26][O:27][C:28]1[C:29]([CH3:37])=[C:30]([CH:34]=[CH:35][CH:36]=1)[C:31](Cl)=[O:32]. Given the product [C:22](/[C:10](/[NH:9][C:31](=[O:32])[C:30]1[CH:34]=[CH:35][CH:36]=[C:28]([O:27][CH3:26])[C:29]=1[CH3:37])=[C:11](\[C:12]#[N:13])/[C:14]1[CH:15]=[C:16]([CH3:21])[CH:17]=[C:18]([CH3:20])[CH:19]=1)([CH3:25])([CH3:24])[CH3:23], predict the reactants needed to synthesize it. (2) Given the product [CH2:1]([N:3]1[C:12]2[C:7](=[CH:8][C:9]([F:19])=[C:10]([N:13]3[CH2:18][CH2:17][N:16]([CH2:33][C:34]4[CH:39]=[CH:38][C:37]([CH:29]=[CH2:30])=[CH:36][CH:35]=4)[CH2:15][CH2:14]3)[CH:11]=2)[C:6](=[O:20])[C:5]([C:21]([OH:23])=[O:22])=[CH:4]1)[CH3:2], predict the reactants needed to synthesize it. The reactants are: [CH2:1]([N:3]1[C:12]2[C:7](=[CH:8][C:9]([F:19])=[C:10]([N:13]3[CH2:18][CH2:17][NH:16][CH2:15][CH2:14]3)[CH:11]=2)[C:6](=[O:20])[C:5]([C:21]([OH:23])=[O:22])=[CH:4]1)[CH3:2].C(N([CH2:29][CH3:30])CC)C.C([CH:33](Cl)[C:34]1[CH:39]=[CH:38][CH:37]=[CH:36][CH:35]=1)=C. (3) Given the product [C:8]([C:5]1[CH:6]=[CH:7][C:2]([NH:12][C:13]2[CH:18]=[CH:17][CH:16]=[CH:15][CH:14]=2)=[CH:3][CH:4]=1)([CH3:11])([CH3:10])[CH3:9], predict the reactants needed to synthesize it. The reactants are: Br[C:2]1[CH:7]=[CH:6][C:5]([C:8]([CH3:11])([CH3:10])[CH3:9])=[CH:4][CH:3]=1.[NH2:12][C:13]1[CH:18]=[CH:17][CH:16]=[CH:15][CH:14]=1.CC([O-])(C)C.[Na+]. (4) Given the product [F:22][C:4]([F:3])([F:21])[C:5]1[CH:6]=[C:7]([S:11]([N:14]2[CH2:15][CH2:16][CH:17]([OH:20])[CH2:18][CH2:19]2)(=[O:13])=[O:12])[CH:8]=[CH:9][CH:10]=1, predict the reactants needed to synthesize it. The reactants are: [BH4-].[Na+].[F:3][C:4]([F:22])([F:21])[C:5]1[CH:6]=[C:7]([S:11]([N:14]2[CH2:19][CH2:18][C:17](=[O:20])[CH2:16][CH2:15]2)(=[O:13])=[O:12])[CH:8]=[CH:9][CH:10]=1. (5) Given the product [CH:1]1([C:4]2[C:8]([C:9]#[N:10])=[CH:7][N:6]([C:12]3[CH:17]=[N:16][C:15]([C:18]([F:21])([F:20])[F:19])=[CH:14][CH:13]=3)[N:5]=2)[CH2:3][CH2:2]1, predict the reactants needed to synthesize it. The reactants are: [CH:1]1([C:4]2[C:8]([C:9]#[N:10])=[CH:7][NH:6][N:5]=2)[CH2:3][CH2:2]1.Br[C:12]1[CH:13]=[CH:14][C:15]([C:18]([F:21])([F:20])[F:19])=[N:16][CH:17]=1.N1CCC[C@H]1C(O)=O.C(=O)([O-])[O-].[K+].[K+]. (6) The reactants are: [NH2:1][CH:2]([C:11]1[C:16]([O:17][CH3:18])=[CH:15][N:14]=[CH:13][C:12]=1[O:19][CH3:20])[CH2:3][CH2:4][CH2:5][CH2:6][C:7]([O:9]C)=O.[CH3:21][N:22]1[C:34]2[CH:33]=[CH:32][C:31]([CH:35]=O)=[CH:30][C:29]=2[C:28]2[C:23]1=[CH:24][CH:25]=[CH:26][CH:27]=2. Given the product [CH3:20][O:19][C:12]1[CH:13]=[N:14][CH:15]=[C:16]([O:17][CH3:18])[C:11]=1[CH:2]1[N:1]([CH2:35][C:31]2[CH:32]=[CH:33][C:34]3[N:22]([CH3:21])[C:23]4[C:28]([C:29]=3[CH:30]=2)=[CH:27][CH:26]=[CH:25][CH:24]=4)[C:7](=[O:9])[CH2:6][CH2:5][CH2:4][CH2:3]1, predict the reactants needed to synthesize it. (7) Given the product [CH3:22][S:23]([O:14][CH2:13][CH2:12][CH2:11][C:5]1[N:6]=[C:7]([O:9][CH3:10])[CH:8]=[C:3]([O:2][CH3:1])[N:4]=1)(=[O:25])=[O:24], predict the reactants needed to synthesize it. The reactants are: [CH3:1][O:2][C:3]1[CH:8]=[C:7]([O:9][CH3:10])[N:6]=[C:5]([CH2:11][CH2:12][CH2:13][OH:14])[N:4]=1.CCN(CC)CC.[CH3:22][S:23](Cl)(=[O:25])=[O:24]. (8) Given the product [Cl:23][C:15]1[C:16]([C:18]2[O:22][CH:21]=[N:20][CH:19]=2)=[CH:17][C:12]2[O:11][CH:10]([C:24]([N:26]3[CH2:27][CH2:28][C:29]([CH2:34][C:35]4[CH:40]=[CH:39][C:38]([F:41])=[CH:37][CH:36]=4)([C:32]#[N:33])[CH2:30][CH2:31]3)=[O:25])[CH2:9][NH:8][C:13]=2[CH:14]=1, predict the reactants needed to synthesize it. The reactants are: C([N:8]1[C:13]2[CH:14]=[C:15]([Cl:23])[C:16]([C:18]3[O:22][CH:21]=[N:20][CH:19]=3)=[CH:17][C:12]=2[O:11][CH:10]([C:24]([N:26]2[CH2:31][CH2:30][C:29]([CH2:34][C:35]3[CH:40]=[CH:39][C:38]([F:41])=[CH:37][CH:36]=3)([C:32]#[N:33])[CH2:28][CH2:27]2)=[O:25])[CH2:9]1)C1C=CC=CC=1.